From a dataset of Reaction yield outcomes from USPTO patents with 853,638 reactions. Predict the reaction yield, written as a fraction of the theoretical maximum amount of product (1.0 means a 100% yield; for example, 0.34 means a 34% yield). The reactants are [Cl:1][C:2]1[S:6][C:5]([C:7]2[N:11]([C:12]3[CH:17]=[CH:16][C:15]([Cl:18])=[CH:14][C:13]=3[Cl:19])[N:10]=[C:9]([C:20](Cl)=[O:21])[C:8]=2[CH3:23])=[CH:4][CH:3]=1.[CH:24]1([C:30]([NH2:32])=[O:31])[CH2:29][CH2:28][CH2:27][CH2:26][CH2:25]1.C[Si]([N-][Si](C)(C)C)(C)C.[Li+]. No catalyst specified. The product is [CH:24]1([C:30]([NH:32][C:20]([C:9]2[C:8]([CH3:23])=[C:7]([C:5]3[S:6][C:2]([Cl:1])=[CH:3][CH:4]=3)[N:11]([C:12]3[CH:17]=[CH:16][C:15]([Cl:18])=[CH:14][C:13]=3[Cl:19])[N:10]=2)=[O:21])=[O:31])[CH2:29][CH2:28][CH2:27][CH2:26][CH2:25]1. The yield is 0.960.